Predict the reaction yield, written as a fraction of the theoretical maximum amount of product (1.0 means a 100% yield; for example, 0.34 means a 34% yield). From a dataset of Reaction yield outcomes from USPTO patents with 853,638 reactions. (1) The product is [Cl:7][C:8]1[C:17]2[C:12](=[C:13]([Cl:18])[CH:14]=[CH:15][CH:16]=2)[CH:11]=[C:10]([O:19][CH2:21][CH2:22][CH3:23])[N:9]=1. The reactants are C(=O)([O-])[O-].[K+].[K+].[Cl:7][C:8]1[C:17]2[C:12](=[C:13]([Cl:18])[CH:14]=[CH:15][CH:16]=2)[CH:11]=[C:10]([OH:19])[N:9]=1.Br[CH2:21][CH2:22][CH3:23]. The yield is 0.920. The catalyst is O. (2) The reactants are Cl.[OH:2][CH2:3][CH2:4][CH2:5][N:6]([CH3:20])[C:7](=[O:19])[CH2:8][CH2:9][O:10][C@H:11]1[CH2:16][CH2:15][C@H:14]([NH:17][CH3:18])[CH2:13][CH2:12]1.C(N(CC)C(C)C)(C)C.Cl[C:31]([O:33][C:34]1[CH:39]=[CH:38][C:37]([Cl:40])=[CH:36][CH:35]=1)=[O:32].C([O-])(O)=O.[Na+]. The catalyst is C(Cl)Cl. The product is [Cl:40][C:37]1[CH:38]=[CH:39][C:34]([O:33][C:31](=[O:32])[N:17]([C@H:14]2[CH2:13][CH2:12][C@H:11]([O:10][CH2:9][CH2:8][C:7](=[O:19])[N:6]([CH2:5][CH2:4][CH2:3][OH:2])[CH3:20])[CH2:16][CH2:15]2)[CH3:18])=[CH:35][CH:36]=1. The yield is 0.480. (3) The reactants are [Cl:1][C:2]1[CH:10]=[CH:9][C:5]([C:6]([OH:8])=O)=[CH:4][N:3]=1.C(N(CC)CC)C.F[P-](F)(F)(F)(F)F.N1(O[P+](N(C)C)(N(C)C)N(C)C)C2C=CC=CC=2N=N1.[F:45][C:46]1[CH:47]=[C:48]([CH:57]=[CH:58][CH:59]=1)[CH2:49][N:50]1[CH:54]=[CH:53][C:52]([CH2:55][NH2:56])=[CH:51]1. The catalyst is CN(C)C=O.[Cl-].[Na+].O. The product is [Cl:1][C:2]1[CH:10]=[CH:9][C:5]([C:6]([NH:56][CH2:55][C:52]2[CH:53]=[CH:54][N:50]([CH2:49][C:48]3[CH:57]=[CH:58][CH:59]=[C:46]([F:45])[CH:47]=3)[CH:51]=2)=[O:8])=[CH:4][N:3]=1. The yield is 0.670. (4) The reactants are [OH:1][C:2]([CH3:38])([CH3:37])[CH2:3][C@@:4]1([C:31]2[CH:36]=[CH:35][CH:34]=[CH:33][CH:32]=2)[O:9][C:8](=[O:10])[N:7]([C@H:11]([C:13]2[CH:18]=[CH:17][C:16]([C:19]#[C:20][C:21]([CH3:30])([CH3:29])[C:22]([O:24]CCCC)=[O:23])=[CH:15][CH:14]=2)[CH3:12])[CH2:6][CH2:5]1.O[Li].O. The catalyst is C1COCC1.O.CO. The product is [OH:1][C:2]([CH3:37])([CH3:38])[CH2:3][C@@:4]1([C:31]2[CH:36]=[CH:35][CH:34]=[CH:33][CH:32]=2)[O:9][C:8](=[O:10])[N:7]([C@H:11]([C:13]2[CH:18]=[CH:17][C:16]([C:19]#[C:20][C:21]([CH3:30])([CH3:29])[C:22]([OH:24])=[O:23])=[CH:15][CH:14]=2)[CH3:12])[CH2:6][CH2:5]1. The yield is 0.720. (5) The reactants are [C:1]([C:4]1[S:5][C:6]([CH3:9])=[CH:7][CH:8]=1)(=O)[CH3:2].[NH2:10][C:11]1[CH:24]=[C:23]([CH3:25])[CH:22]=[CH:21][C:12]=1[C:13]([C:15]1[CH:20]=[CH:19][CH:18]=[CH:17][CH:16]=1)=O. No catalyst specified. The product is [CH3:25][C:23]1[CH:24]=[C:11]2[C:12]([C:13]([C:15]3[CH:20]=[CH:19][CH:18]=[CH:17][CH:16]=3)=[CH:2][C:1]([C:4]3[S:5][C:6]([CH3:9])=[CH:7][CH:8]=3)=[N:10]2)=[CH:21][CH:22]=1. The yield is 0.820. (6) The reactants are [C:1]([O:4][C:5]1([C@@:9]2([C:29]([O:31]CC3C=CC=CC=3)=[O:30])[CH2:13][C@H:12]([N:14]([C:23](=[O:28])[C:24]([F:27])([F:26])[F:25])[C@@H:15]3[C@H:20]([O:21][CH3:22])[CH2:19][O:18][CH2:17][CH2:16]3)[CH:11]=[CH:10]2)[CH2:8][CH2:7][CH2:6]1)(=[O:3])[CH3:2].[H][H]. The catalyst is C(O)(=O)C.[Pt].[Pd]. The product is [C:1]([O:4][C:5]1([C@:9]2([C:29]([OH:31])=[O:30])[CH2:10][CH2:11][C@@H:12]([N:14]([C:23](=[O:28])[C:24]([F:27])([F:25])[F:26])[C@@H:15]3[C@H:20]([O:21][CH3:22])[CH2:19][O:18][CH2:17][CH2:16]3)[CH2:13]2)[CH2:6][CH2:7][CH2:8]1)(=[O:3])[CH3:2]. The yield is 1.03. (7) The reactants are C([Li])CCC.[C:6]([O:10][C:11]([N:13]1[CH2:18][CH2:17][N:16]([CH2:19][C:20]2[CH:25]=[C:24]([F:26])[CH:23]=[CH:22][C:21]=2Br)[CH2:15][CH2:14]1)=[O:12])([CH3:9])([CH3:8])[CH3:7].[C:28](=[O:30])=[O:29]. The catalyst is CCOCC. The product is [C:6]([O:10][C:11]([N:13]1[CH2:18][CH2:17][N:16]([CH2:19][C:20]2[CH:25]=[C:24]([F:26])[CH:23]=[CH:22][C:21]=2[C:28]([OH:30])=[O:29])[CH2:15][CH2:14]1)=[O:12])([CH3:9])([CH3:8])[CH3:7]. The yield is 0.780.